Task: Binary Classification. Given a drug SMILES string, predict its activity (active/inactive) in a high-throughput screening assay against a specified biological target.. Dataset: Choline transporter screen with 302,306 compounds (1) The result is 0 (inactive). The drug is S(c1n(c(nn1)C1CCCCC1)CC=C)CC(=O)NCc1sccc1. (2) The result is 0 (inactive). The drug is S=C(N\N=C1\c2c(N(C1=O)C)ccc(OCC)c2)N.